Dataset: Full USPTO retrosynthesis dataset with 1.9M reactions from patents (1976-2016). Task: Predict the reactants needed to synthesize the given product. (1) Given the product [C:9]([O:13][C:14]([N:16]1[CH2:20][CH2:19][CH2:18][C@@H:17]1[CH2:21][O:8][C:4]1[CH:5]=[N:6][CH:7]=[C:2]([Br:1])[CH:3]=1)=[O:15])([CH3:12])([CH3:10])[CH3:11], predict the reactants needed to synthesize it. The reactants are: [Br:1][C:2]1[CH:3]=[C:4]([OH:8])[CH:5]=[N:6][CH:7]=1.[C:9]([O:13][C:14]([N:16]1[CH2:20][CH2:19][CH2:18][C@@H:17]1[CH2:21]O)=[O:15])([CH3:12])([CH3:11])[CH3:10].C1C(COC(/N=N\C(OCC2C=CC(Cl)=CC=2)=O)=O)=CC=C(Cl)C=1.C1(P(C2C=CC=CC=2)C2C=CC=CC=2)C=CC=CC=1. (2) Given the product [O:12]=[C:7]1[C:6]2[NH:13][CH:14]=[CH:15][C:5]=2[C:4]2[CH:3]=[C:2]([S:33][C:27]3[CH:32]=[CH:31][CH:30]=[CH:29][CH:28]=3)[CH:11]=[CH:10][C:9]=2[NH:8]1.[CH2:16]([C:18]([O-:20])=[O:19])[CH3:17], predict the reactants needed to synthesize it. The reactants are: I[C:2]1[CH:11]=[CH:10][C:9]2[NH:8][C:7](=[O:12])[C:6]3[NH:13][CH:14]=[CH:15][C:5]=3[C:4]=2[CH:3]=1.[CH2:16]([C:18]([O-:20])=[O:19])[CH3:17].C(=O)([O-])[O-].[K+].[K+].[C:27]1([SH:33])[CH:32]=[CH:31][CH:30]=[CH:29][CH:28]=1. (3) Given the product [F:13][C:10]([F:11])([F:12])[C:9]([NH:8][CH2:7][C@@H:6]1[C@H:2]([OH:1])[CH2:3][NH:4][CH2:5]1)=[O:14], predict the reactants needed to synthesize it. The reactants are: [OH:1][C@H:2]1[C@@H:6]([CH2:7][NH:8][C:9](=[O:14])[C:10]([F:13])([F:12])[F:11])[CH2:5][N:4](C(OC(C)(C)C)=O)[CH2:3]1.Cl.O1CCOCC1.